Dataset: Reaction yield outcomes from USPTO patents with 853,638 reactions. Task: Predict the reaction yield, written as a fraction of the theoretical maximum amount of product (1.0 means a 100% yield; for example, 0.34 means a 34% yield). The reactants are [CH:1]([C@H:3]1[CH2:8][CH2:7][C@H:6]([N:9]2[C:14](=[O:15])[C:13]([CH2:16][C:17]3[CH:22]=[CH:21][C:20]([C:23]4[C:24]([C:29]#[N:30])=[CH:25][CH:26]=[CH:27][CH:28]=4)=[CH:19][CH:18]=3)=[C:12]([CH2:31][CH2:32][CH3:33])[N:11]3[N:34]=[CH:35][N:36]=[C:10]23)[CH2:5][CH2:4]1)=[O:2].Br[Mg][C:39]1[CH:44]=[CH:43][C:42]([O:45][CH3:46])=[CH:41][CH:40]=1.Cl. The catalyst is O1CCCC1. The product is [OH:2][CH:1]([C:39]1[CH:44]=[CH:43][C:42]([O:45][CH3:46])=[CH:41][CH:40]=1)[C@H:3]1[CH2:4][CH2:5][C@H:6]([N:9]2[C:14](=[O:15])[C:13]([CH2:16][C:17]3[CH:22]=[CH:21][C:20]([C:23]4[C:24]([C:29]#[N:30])=[CH:25][CH:26]=[CH:27][CH:28]=4)=[CH:19][CH:18]=3)=[C:12]([CH2:31][CH2:32][CH3:33])[N:11]3[N:34]=[CH:35][N:36]=[C:10]23)[CH2:7][CH2:8]1. The yield is 0.700.